This data is from Full USPTO retrosynthesis dataset with 1.9M reactions from patents (1976-2016). The task is: Predict the reactants needed to synthesize the given product. (1) Given the product [CH3:16][NH:17][C:10]([C:3]1[C:4]2[C:9](=[CH:8][CH:7]=[CH:6][CH:5]=2)[NH:1][N:2]=1)=[O:12], predict the reactants needed to synthesize it. The reactants are: [NH:1]1[C:9]2[C:4](=[CH:5][CH:6]=[CH:7][CH:8]=2)[C:3]([C:10]([OH:12])=O)=[N:2]1.Cl.CN.[CH3:16][N:17](C(ON1N=NC2C=CC=CC1=2)=[N+](C)C)C.F[P-](F)(F)(F)(F)F.CCN(C(C)C)C(C)C. (2) The reactants are: [Br:1][C:2]1[CH:20]=[CH:19][C:5]([C:6]([C:8]2[CH:16]=[CH:15][C:14]([O:17][CH3:18])=[CH:13][C:9]=2[C:10](O)=[O:11])=O)=[CH:4][CH:3]=1.O.[NH2:22][NH2:23]. Given the product [Br:1][C:2]1[CH:20]=[CH:19][C:5]([C:6]2[C:8]3[C:9](=[CH:13][C:14]([O:17][CH3:18])=[CH:15][CH:16]=3)[C:10](=[O:11])[NH:23][N:22]=2)=[CH:4][CH:3]=1, predict the reactants needed to synthesize it. (3) Given the product [C:18]([O:17][C:15]([NH:1][C:2]([CH3:14])([CH2:7][C:8]1[CH:9]=[CH:10][N:11]=[CH:12][CH:13]=1)[C:3]([O:5][CH3:6])=[O:4])=[O:16])([CH3:21])([CH3:20])[CH3:19], predict the reactants needed to synthesize it. The reactants are: [NH2:1][C:2]([CH3:14])([CH2:7][C:8]1[CH:13]=[CH:12][N:11]=[CH:10][CH:9]=1)[C:3]([O:5][CH3:6])=[O:4].[C:15](O[C:15]([O:17][C:18]([CH3:21])([CH3:20])[CH3:19])=[O:16])([O:17][C:18]([CH3:21])([CH3:20])[CH3:19])=[O:16].